Dataset: Forward reaction prediction with 1.9M reactions from USPTO patents (1976-2016). Task: Predict the product of the given reaction. The product is: [Cl:1][C:2]1[CH:7]=[CH:6][CH:5]=[CH:4][C:3]=1[CH:8]1[CH2:9][NH:29][C:10](=[O:19])[CH2:11][C:12]2[CH:13]=[CH:14][C:15]([CH3:18])=[CH:16][C:17]1=2. Given the reactants [Cl:1][C:2]1[CH:7]=[CH:6][CH:5]=[CH:4][C:3]=1[CH:8]1[C:17]2[C:12](=[CH:13][CH:14]=[C:15]([CH3:18])[CH:16]=2)[CH2:11][C:10](=[O:19])[CH2:9]1.S(=O)(=O)(O)O.C[Si]([N:29]=[N+]=[N-])(C)C.C(=O)(O)[O-].[Na+], predict the reaction product.